Predict which catalyst facilitates the given reaction. From a dataset of Catalyst prediction with 721,799 reactions and 888 catalyst types from USPTO. (1) Reactant: C([O:3][C:4](=[O:29])[CH2:5][CH2:6][C:7]1[CH:12]=[CH:11][C:10]([O:13][CH2:14][CH2:15][C:16]2[N:17]=[C:18]([C:22]3[CH:27]=[CH:26][CH:25]=[CH:24][CH:23]=3)[O:19][C:20]=2[CH3:21])=[CH:9][C:8]=1[OH:28])C.[Li+].[OH-]. Product: [CH3:21][C:20]1[O:19][C:18]([C:22]2[CH:27]=[CH:26][CH:25]=[CH:24][CH:23]=2)=[N:17][C:16]=1[CH2:15][CH2:14][O:13][C:10]1[CH:11]=[CH:12][C:7]([CH2:6][CH2:5][C:4]([OH:29])=[O:3])=[C:8]([OH:28])[CH:9]=1. The catalyst class is: 7. (2) Reactant: [N:1]1[C:9]2[C:4](=[N:5][CH:6]=[C:7]([C:10]([O:12][CH3:13])=[O:11])[CH:8]=2)[NH:3][CH:2]=1.[H-].[Na+].Cl[CH2:17][C:18]1[CH:28]=[CH:27][C:21]2[N:22]=[C:23]([S:25][CH3:26])[S:24][C:20]=2[CH:19]=1.O. Product: [CH3:26][S:25][C:23]1[S:24][C:20]2[CH:19]=[C:18]([CH2:17][N:3]3[C:4]4=[N:5][CH:6]=[C:7]([C:10]([O:12][CH3:13])=[O:11])[CH:8]=[C:9]4[N:1]=[CH:2]3)[CH:28]=[CH:27][C:21]=2[N:22]=1. The catalyst class is: 3. (3) Reactant: [Br:1][C:2]1[CH:3]=[C:4]2[C:8](=[CH:9][CH:10]=1)[NH:7][C:6](=[O:11])[C:5]2([CH3:13])[CH3:12].[H-].[Na+].[C:16]([O:22][CH2:23]Cl)(=[O:21])[C:17]([CH3:20])([CH3:19])[CH3:18]. Product: [CH3:18][C:17]([CH3:20])([CH3:19])[C:16]([O:22][CH2:23][N:7]1[C:8]2[C:4](=[CH:3][C:2]([Br:1])=[CH:10][CH:9]=2)[C:5]([CH3:13])([CH3:12])[C:6]1=[O:11])=[O:21]. The catalyst class is: 9. (4) Reactant: [CH2:1]([C:3]1[CH:4]=[C:5]([C:11]2[CH:16]=[CH:15][C:14]([C:17](=[O:25])[CH2:18][C:19](C)(C)[C:20]([OH:22])=[O:21])=[CH:13][CH:12]=2)[CH:6]=[CH:7][C:8]=1[O:9][CH3:10])[CH3:2].Br[C:27]1C=CC(C(=O)CCC(O)=O)=C(C)C=1.CC#N. Product: [CH2:1]([C:3]1[CH:4]=[C:5]([C:11]2[CH:12]=[CH:13][C:14]([C:17](=[O:25])[CH2:18][CH2:19][C:20]([OH:22])=[O:21])=[C:15]([CH3:27])[CH:16]=2)[CH:6]=[CH:7][C:8]=1[O:9][CH3:10])[CH3:2]. The catalyst class is: 6.